Task: Predict which catalyst facilitates the given reaction.. Dataset: Catalyst prediction with 721,799 reactions and 888 catalyst types from USPTO (1) Product: [CH3:10][CH:9]([C:4]1[CH:3]=[CH:8][C:7]([CH2:22][OH:24])=[CH:6][CH:5]=1)[CH2:11][CH2:12][CH2:13][CH2:14][CH2:15][CH2:16][CH2:17][CH2:18][CH2:19][CH3:20]. Reactant: BrC[C:3]1[CH:8]=[CH:7][CH:6]=[CH:5][C:4]=1[CH:9]([CH2:11][CH2:12][CH2:13][CH2:14][CH2:15][CH2:16][CH2:17][CH2:18][CH2:19][CH2:20]C)[CH3:10].[C:22]([O-])(=[O:24])C.[Na+].C(O)(=O)C.[OH-].[K+]. The catalyst class is: 6. (2) Reactant: [CH3:1][N:2]1[CH:6]=[C:5]([CH:7]=O)[CH:4]=[N:3]1.[H-].[Na+].C(OP([CH2:19][C:20]([O:22][CH2:23][CH3:24])=[O:21])(OCC)=O)C.CN(C)C=O. Product: [CH3:1][N:2]1[CH:6]=[C:5](/[CH:7]=[CH:19]/[C:20]([O:22][CH2:23][CH3:24])=[O:21])[CH:4]=[N:3]1. The catalyst class is: 6.